This data is from Reaction yield outcomes from USPTO patents with 853,638 reactions. The task is: Predict the reaction yield, written as a fraction of the theoretical maximum amount of product (1.0 means a 100% yield; for example, 0.34 means a 34% yield). (1) The reactants are [S:1]1[CH2:6][CH2:5][CH2:4][S:3][CH2:2]1.[H-].[Na+].BrC[C:11]([O:13][CH3:14])=[O:12]. The catalyst is C1COCC1. The product is [CH3:14][O:13][C:11](=[O:12])[CH2:2][S:1][CH2:6][CH2:5][CH2:4][SH:3]. The yield is 0.270. (2) The reactants are [N+:1]([C:4]1[C:13]2[C:8](=[CH:9][CH:10]=[CH:11][CH:12]=2)[C:7]([O:14][CH2:15][CH2:16][C:17]2[CH:22]=[CH:21][N:20]=[C:19]([NH:23][C:24](=[O:30])[O:25][C:26]([CH3:29])([CH3:28])[CH3:27])[CH:18]=2)=[CH:6][CH:5]=1)([O-])=O.C([O-])(O)=O.[Na+]. The catalyst is CC(O)=O.CCO.[Fe]. The product is [NH2:1][C:4]1[C:13]2[C:8](=[CH:9][CH:10]=[CH:11][CH:12]=2)[C:7]([O:14][CH2:15][CH2:16][C:17]2[CH:22]=[CH:21][N:20]=[C:19]([NH:23][C:24](=[O:30])[O:25][C:26]([CH3:28])([CH3:27])[CH3:29])[CH:18]=2)=[CH:6][CH:5]=1. The yield is 0.950. (3) The reactants are [O:1]1[CH2:6][CH2:5]C(=O)[CH2:3][CH2:2]1.[CH:8]([O:13][CH3:14])([O:11][CH3:12])OC.[I:15]I. No catalyst specified. The product is [I:15][CH:3]1[C:8]([O:11][CH3:12])([O:13][CH3:14])[CH2:5][CH2:6][O:1][CH2:2]1. The yield is 0.810. (4) The reactants are [NH:1]1[CH2:9][CH2:8][CH2:7][CH:3]([C:4]([OH:6])=[O:5])[CH2:2]1.[CH:10](=O)[C:11]1[CH:16]=[CH:15][CH:14]=[CH:13][CH:12]=1. The catalyst is CO.[C].[Pd]. The product is [CH2:10]([N:1]1[CH2:9][CH2:8][CH2:7][CH:3]([C:4]([OH:6])=[O:5])[CH2:2]1)[C:11]1[CH:16]=[CH:15][CH:14]=[CH:13][CH:12]=1. The yield is 0.630. (5) The catalyst is O.C1COCC1. The reactants are [Li+].[OH-].C[O:4][C:5]([C@H:7]1[CH2:12][CH2:11][C@H:10]([CH2:13][N:14]2[C:18]3[CH:19]=[C:20]([O:23]C4CCCCO4)[CH:21]=[CH:22][C:17]=3[N:16]([CH3:30])[C:15]2=[O:31])[CH2:9][CH2:8]1)=[O:6].Cl. The product is [OH:23][C:20]1[CH:21]=[CH:22][C:17]2[N:16]([CH3:30])[C:15](=[O:31])[N:14]([CH2:13][C@H:10]3[CH2:11][CH2:12][C@H:7]([C:5]([OH:6])=[O:4])[CH2:8][CH2:9]3)[C:18]=2[CH:19]=1. The yield is 0.770.